From a dataset of Experimentally validated miRNA-target interactions with 360,000+ pairs, plus equal number of negative samples. Binary Classification. Given a miRNA mature sequence and a target amino acid sequence, predict their likelihood of interaction. (1) The miRNA is ath-miR159a with sequence UUUGGAUUGAAGGGAGCUCUA. The protein sequence of the target gene is MAARSAPSCHLRLEWVYGYRGHQCRNNLYYTAAKEIVYFVAGVGVVYSPREHRQKFYRGHSDDIISLALHPERVLVATGQVGKEPYICIWDSYTVQTISVLKDVHTHGIACLAFDLDGQRLVSVGLDSKNAVCVWDWKRGKMLSMAPGHTDRIFDISWDLYQPNKLVSCGVKHIKFWSLCGNALTPKRGVFGKTGDLQTILCLACARDELTYSGALNGDIYVWKGINLIRTIQGAHAAGIFSMNACEEGFATGGRDGCIRLWDLTFKPITVIDLRETDQGYKGLSVRSVCWRGDHILVGT.... Result: 0 (no interaction). (2) The miRNA is hsa-miR-619-5p with sequence GCUGGGAUUACAGGCAUGAGCC. The protein sequence of the target gene is MPTAAAPIISSVQKLVLYETRARYFLVGSNNAETKYRVLKIDRTEPKDLVIIDDRHVYTQQEVRELLGRLDLGNRTKMGQKGSSGLFRAVSAFGVVGFVRFLEGYYIVLITKRRKMADIGGHAIYKVEDTNMIYIPNDSVRVTHPDEARYLRIFQNVDLSSNFYFSYSYDLSHSLQYNLTVLRMPLEMLKSEMTQNRQESFDIFEDEGLITQGGSGVFGICSEPYMKYVWNGELLDIIKSTVHRDWLLYIIHGFCGQSKLLIYGRPVYVTLIARRSSKFAGTRFLKRGANCEGDVANEVE.... Result: 1 (interaction). (3) The miRNA is hsa-miR-5703 with sequence AGGAGAAGUCGGGAAGGU. The protein sequence of the target gene is MAEEEGPPVELRQRKKPKSSENKESAKEEKISDIPIPERAPKHVLFQRFAKIFIGCLAAVTSGMMYALYLSAYHERKFWFSNRQELEREITFQGDSAIYYSYYKDMLKAPSFERGVYELTHNNKTVSLKTINAVQQMSLYPELIASILYQATGSNEIIEPVYFYIGIVFGLQGIYVTALFVTSWLMSGTWLAGMLTVAWFVINRVDTTRIEYSIPLRENWALPYFACQIAALTGYLKSNLNTYGERFCYLLMSASTYTFMMMWEYSHYLLFLQAISLFLLDTFSVEQSDKVYEVYKIYIF.... Result: 1 (interaction). (4) The miRNA is hsa-miR-4738-5p with sequence ACCAGCGCGUUUUCAGUUUCAU. The protein sequence of the target gene is MTDSKYFTTNKKGEIFELKAELNNEKKEKRKEAVKKVIAAMTVGKDVSSLFPDVVNCMQTDNLELKKLVYLYLMNYAKSQPDMAIMAVNSFVKDCEDPNPLIRALAVRTMGCIRVDKITEYLCEPLRKCLKDEDPYVRKTAAVCVAKLHDINAQMVEDQGFLDSLRDLIADSNPMVVANAVAALSEISESHPNSNLLDLNPQNINKLLTALNECTEWGQIFILDCLSNYNPKDDREAQSICERVTPRLSHANSAVVLSAVKVLMKFLELLPKDSDYYNMLLKKLAPPLVTLLSGEPEVQY.... Result: 0 (no interaction). (5) The protein sequence of the target gene is MSIQAPPRLLELAGQSLLRDQALSISAMEELPRVLYLPLFMEAFSRRHFQTLTVMVQAWPFTCLPLGSLMKTLHLETLKALLEGLHMLLTQKDRPRRWKLQVLDLRDVDENFWARWPGAWALSCFPETTSKRQTAEDCPRMGEHQPLKVFIDICLKEIPQDECLRYLFQWVYQRRGLVHLCCSKLVNYLTPIKYLRKSLKIIYLNSIQELEIRNMSWPRLIRKLRCYLKEMKNLRKLVFSRCHHYTSDNELEGRLVAKFSSVFLRLEHLQLLKIKLITFFSGHLEQLIRCLQNPLENLEL.... The miRNA is hsa-miR-4799-5p with sequence AUCUAAAUGCAGCAUGCCAGUC. Result: 0 (no interaction).